This data is from Forward reaction prediction with 1.9M reactions from USPTO patents (1976-2016). The task is: Predict the product of the given reaction. The product is: [CH3:1][C@@H:2]([C@@H:9]1[C@:13]2([CH3:31])[C@H:12]([C@H:17]3[C@H:16]([CH2:15][CH2:14]2)[C@:21]2([CH3:30])[C:20]([CH2:25][C@@H:24]([O:26][C:27](=[O:28])[NH:36][CH2:35][CH2:34][O:33][CH2:32][CH2:37][O:38][CH2:39][CH2:40][NH2:41])[CH2:23][CH2:22]2)=[CH:19][CH2:18]3)[CH2:11][CH2:10]1)[CH2:3][CH2:4][CH2:5][CH:6]([CH3:8])[CH3:7]. Given the reactants [CH3:1][C@@H:2]([C@@H:9]1[C@@:13]2([CH3:31])[CH2:14][CH2:15][CH:16]3[C@@:21]4([CH3:30])[CH2:22][CH2:23][CH:24]([O:26][C:27](Cl)=[O:28])[CH2:25][C:20]4=[CH:19][CH2:18][CH:17]3[CH:12]2[CH2:11][CH2:10]1)[CH2:3][CH2:4][CH2:5][CH:6]([CH3:8])[CH3:7].[CH2:32]([CH2:37][O:38][CH2:39][CH2:40][NH2:41])[O:33][CH2:34][CH2:35][NH2:36], predict the reaction product.